Dataset: Full USPTO retrosynthesis dataset with 1.9M reactions from patents (1976-2016). Task: Predict the reactants needed to synthesize the given product. (1) Given the product [Si:37]([O:15][C@@H:13]([CH3:14])[C@@H:12]([NH:16][C:17]1[CH:22]=[CH:21][C:20]([C:23]#[N:24])=[C:19]([C:25]([F:28])([F:27])[F:26])[C:18]=1[CH3:29])[C:11]([NH:10][NH:9][C:7](=[O:8])[C:6]1[CH:5]=[CH:4][C:3]([C:1]#[N:2])=[CH:32][CH:31]=1)=[O:30])([C:34]([CH3:36])([CH3:35])[CH3:33])([CH3:39])[CH3:38], predict the reactants needed to synthesize it. The reactants are: [C:1]([C:3]1[CH:32]=[CH:31][C:6]([C:7]([NH:9][NH:10][C:11](=[O:30])[C@H:12]([NH:16][C:17]2[CH:22]=[CH:21][C:20]([C:23]#[N:24])=[C:19]([C:25]([F:28])([F:27])[F:26])[C:18]=2[CH3:29])[C@@H:13]([OH:15])[CH3:14])=[O:8])=[CH:5][CH:4]=1)#[N:2].[CH3:33][C:34]([Si:37](Cl)([CH3:39])[CH3:38])([CH3:36])[CH3:35].N1C=CN=C1. (2) Given the product [Br:11][CH2:9][C:4]1[CH:5]=[CH:6][CH:7]=[CH:8][C:3]=1[CH:2]([F:10])[F:1], predict the reactants needed to synthesize it. The reactants are: [F:1][CH:2]([F:10])[C:3]1[CH:8]=[CH:7][CH:6]=[CH:5][C:4]=1[CH3:9].[Br:11]N1C(=O)CCC1=O.N(C(C)(C)C#N)=NC(C)(C)C#N. (3) Given the product [CH3:25][O:24][C:22]([C:4]1[N:5]([C:16]2[CH:17]=[CH:18][CH:19]=[CH:20][CH:21]=2)[C:6]2[C:11]([C:12](=[O:13])[C:3]=1[CH2:2][NH:1][C:31](=[O:32])[C:30]1[CH:34]=[CH:35][CH:36]=[C:28]([O:27][CH3:26])[CH:29]=1)=[CH:10][CH:9]=[C:8]([O:14][CH3:15])[CH:7]=2)=[O:23], predict the reactants needed to synthesize it. The reactants are: [NH2:1][CH2:2][C:3]1[C:12](=[O:13])[C:11]2[C:6](=[CH:7][C:8]([O:14][CH3:15])=[CH:9][CH:10]=2)[N:5]([C:16]2[CH:21]=[CH:20][CH:19]=[CH:18][CH:17]=2)[C:4]=1[C:22]([O:24][CH3:25])=[O:23].[CH3:26][O:27][C:28]1[CH:29]=[C:30]([CH:34]=[CH:35][CH:36]=1)[C:31](Cl)=[O:32]. (4) Given the product [Br:6][C:7]1[CH:15]=[C:14]([CH3:16])[C:13]([O:17][CH3:18])=[CH:12][C:8]=1[C:9]([O:11][CH3:21])=[O:10], predict the reactants needed to synthesize it. The reactants are: OS(O)(=O)=O.[Br:6][C:7]1[CH:15]=[C:14]([CH3:16])[C:13]([O:17][CH3:18])=[CH:12][C:8]=1[C:9]([OH:11])=[O:10].[OH-].[Na+].[CH3:21]O.